From a dataset of Peptide-MHC class I binding affinity with 185,985 pairs from IEDB/IMGT. Regression. Given a peptide amino acid sequence and an MHC pseudo amino acid sequence, predict their binding affinity value. This is MHC class I binding data. (1) The peptide sequence is RWFVRNPFF. The MHC is HLA-C15:02 with pseudo-sequence HLA-C15:02. The binding affinity (normalized) is 0.0847. (2) The peptide sequence is VFKAMETFK. The MHC is HLA-A11:01 with pseudo-sequence HLA-A11:01. The binding affinity (normalized) is 0.562.